This data is from Reaction yield outcomes from USPTO patents with 853,638 reactions. The task is: Predict the reaction yield, written as a fraction of the theoretical maximum amount of product (1.0 means a 100% yield; for example, 0.34 means a 34% yield). (1) The product is [C:1]1([S:7]([C:10]2[C:18]3[C:13](=[CH:14][CH:15]=[C:16]([O:19][CH2:20][CH2:21][N:38]4[CH2:33][CH2:37][CH2:36][CH2:35]4)[CH:17]=3)[NH:12][N:11]=2)(=[O:8])=[O:9])[CH:6]=[CH:5][CH:4]=[CH:3][CH:2]=1. The catalyst is C1COCC1. The reactants are [C:1]1([S:7]([C:10]2[C:18]3[C:13](=[CH:14][CH:15]=[C:16]([O:19][CH2:20][CH2:21]OS(C4C=CC(C)=CC=4)(=O)=O)[CH:17]=3)[NH:12][N:11]=2)(=[O:9])=[O:8])[CH:6]=[CH:5][CH:4]=[CH:3][CH:2]=1.[CH:33]1([NH2:38])[CH2:37][CH2:36][CH2:35]C1. The yield is 0.488. (2) The reactants are [Cl:1][C:2]1[C:7](F)=[C:6]([C:9]#[N:10])[CH:5]=[CH:4][N:3]=1.[NH:11]1[CH2:15][CH2:14][CH2:13][CH2:12]1. No catalyst specified. The product is [Cl:1][C:2]1[C:7]([N:11]2[CH2:15][CH2:14][CH2:13][CH2:12]2)=[C:6]([CH:5]=[CH:4][N:3]=1)[C:9]#[N:10]. The yield is 0.940.